Dataset: Catalyst prediction with 721,799 reactions and 888 catalyst types from USPTO. Task: Predict which catalyst facilitates the given reaction. (1) Reactant: [CH:1]1([C:7]2[C:8]3[CH:9]=[CH:10][C:11]([C:38]([O:40][CH3:41])=[O:39])=[CH:12][C:13]=3[N:14]3[CH2:21][CH2:20][N:19]([CH2:22][C:23]([N:25]([CH3:33])[CH2:26][C:27]4[CH:28]=[N:29][CH:30]=[CH:31][CH:32]=4)=O)[CH2:18][C:17]4[CH:34]=[CH:35][CH:36]=[CH:37][C:16]=4[C:15]=23)[CH2:6][CH2:5][CH2:4][CH2:3][CH2:2]1.S(C)C. Product: [CH:1]1([C:7]2[C:8]3[CH:9]=[CH:10][C:11]([C:38]([O:40][CH3:41])=[O:39])=[CH:12][C:13]=3[N:14]3[CH2:21][CH2:20][N:19]([CH2:22][CH2:23][N:25]([CH3:33])[CH2:26][C:27]4[CH:28]=[N:29][CH:30]=[CH:31][CH:32]=4)[CH2:18][C:17]4[CH:34]=[CH:35][CH:36]=[CH:37][C:16]=4[C:15]=23)[CH2:6][CH2:5][CH2:4][CH2:3][CH2:2]1. The catalyst class is: 1. (2) Reactant: CC([O-])(C)C.[K+].[Cl:7][C:8]1[CH:13]=[C:12]([CH2:14]Cl)[CH:11]=[CH:10][N:9]=1.[C:16]([C:20]1[CH:25]=[CH:24][C:23]([C:26]2[N:30]=[C:29]([C:31]3[CH:35]=[C:34]([CH3:36])[NH:33][N:32]=3)[O:28][N:27]=2)=[CH:22][CH:21]=1)([CH3:19])([CH3:18])[CH3:17].O. Product: [C:16]([C:20]1[CH:21]=[CH:22][C:23]([C:26]2[N:30]=[C:29]([C:31]3[CH:35]=[C:34]([CH3:36])[N:33]([CH2:14][C:12]4[CH:11]=[CH:10][N:9]=[C:8]([Cl:7])[CH:13]=4)[N:32]=3)[O:28][N:27]=2)=[CH:24][CH:25]=1)([CH3:19])([CH3:18])[CH3:17]. The catalyst class is: 1.